Dataset: NCI-60 drug combinations with 297,098 pairs across 59 cell lines. Task: Regression. Given two drug SMILES strings and cell line genomic features, predict the synergy score measuring deviation from expected non-interaction effect. (1) Drug 1: C1=CC(=C2C(=C1NCCNCCO)C(=O)C3=C(C=CC(=C3C2=O)O)O)NCCNCCO. Cell line: SF-539. Drug 2: C1=CN(C=N1)CC(O)(P(=O)(O)O)P(=O)(O)O. Synergy scores: CSS=7.35, Synergy_ZIP=-17.0, Synergy_Bliss=-30.7, Synergy_Loewe=-44.1, Synergy_HSA=-27.9. (2) Drug 1: C1CC(=O)NC(=O)C1N2CC3=C(C2=O)C=CC=C3N. Drug 2: C1=CC=C(C(=C1)C(C2=CC=C(C=C2)Cl)C(Cl)Cl)Cl. Cell line: BT-549. Synergy scores: CSS=10.8, Synergy_ZIP=5.28, Synergy_Bliss=8.65, Synergy_Loewe=8.48, Synergy_HSA=8.95. (3) Drug 1: CN(C)N=NC1=C(NC=N1)C(=O)N. Drug 2: B(C(CC(C)C)NC(=O)C(CC1=CC=CC=C1)NC(=O)C2=NC=CN=C2)(O)O. Cell line: U251. Synergy scores: CSS=23.4, Synergy_ZIP=10.1, Synergy_Bliss=11.5, Synergy_Loewe=18.3, Synergy_HSA=14.1. (4) Drug 1: CS(=O)(=O)CCNCC1=CC=C(O1)C2=CC3=C(C=C2)N=CN=C3NC4=CC(=C(C=C4)OCC5=CC(=CC=C5)F)Cl. Drug 2: CC1C(C(CC(O1)OC2CC(OC(C2O)C)OC3=CC4=CC5=C(C(=O)C(C(C5)C(C(=O)C(C(C)O)O)OC)OC6CC(C(C(O6)C)O)OC7CC(C(C(O7)C)O)OC8CC(C(C(O8)C)O)(C)O)C(=C4C(=C3C)O)O)O)O. Cell line: ACHN. Synergy scores: CSS=60.8, Synergy_ZIP=-4.65, Synergy_Bliss=-2.06, Synergy_Loewe=-12.0, Synergy_HSA=-0.463. (5) Drug 1: CC(CN1CC(=O)NC(=O)C1)N2CC(=O)NC(=O)C2. Drug 2: C1=NC2=C(N1)C(=S)N=C(N2)N. Cell line: SF-295. Synergy scores: CSS=41.5, Synergy_ZIP=-7.11, Synergy_Bliss=-5.18, Synergy_Loewe=-1.83, Synergy_HSA=0.410.